The task is: Predict the reactants needed to synthesize the given product.. This data is from Full USPTO retrosynthesis dataset with 1.9M reactions from patents (1976-2016). (1) Given the product [Cl:1][C:2]1[CH:3]=[C:4]([C:8]2[N:13]=[C:12]([C:14]3[NH:18][C:17](=[O:19])[O:16][N:15]=3)[CH:11]=[C:10]3[N:20]=[C:21]([C:31]([C:33]4[CH:38]=[CH:37][CH:36]=[CH:35][C:34]=4[F:39])([OH:32])[CH3:40])[N:22]([CH2:23][C@H:24]4[CH2:25][CH2:26][C@H:27]([CH3:30])[CH2:28][CH2:29]4)[C:9]=23)[CH:5]=[N:6][CH:7]=1, predict the reactants needed to synthesize it. The reactants are: [Cl:1][C:2]1[CH:3]=[C:4]([C:8]2[N:13]=[C:12]([C:14]3[NH:18][C:17](=[O:19])[O:16][N:15]=3)[CH:11]=[C:10]3[N:20]=[C:21]([C:31]([C:33]4[CH:38]=[CH:37][CH:36]=[CH:35][C:34]=4[F:39])=[O:32])[N:22]([CH2:23][C@H:24]4[CH2:29][CH2:28][C@H:27]([CH3:30])[CH2:26][CH2:25]4)[C:9]=23)[CH:5]=[N:6][CH:7]=1.[CH3:40][Mg]Br. (2) Given the product [Br:5][C:6]1[CH:20]=[CH:19][C:9]2[C:10]3[N:11]([CH:15]=[C:16]([CH:23]=[O:24])[N:17]=3)[CH2:12][CH2:13][O:14][C:8]=2[CH:7]=1, predict the reactants needed to synthesize it. The reactants are: C([Mg]Br)C.[Br:5][C:6]1[CH:20]=[CH:19][C:9]2[C:10]3[N:11]([CH:15]=[C:16](I)[N:17]=3)[CH2:12][CH2:13][O:14][C:8]=2[CH:7]=1.CN(C)[CH:23]=[O:24]. (3) Given the product [CH3:1][C:2]([NH:4][C@@H:5]1[C:15]2[C:14](=[CH:19][CH:18]=[C:57]([O:59][CH3:60])[C:17]([CH:16]=2)=[O:20])[C:13]2[C:12]([O:25][CH3:26])=[C:11]([O:27][CH3:28])[C:10]([O:29][CH3:30])=[CH:9][C:8]=2[CH2:7][CH2:6]1)=[O:3], predict the reactants needed to synthesize it. The reactants are: [CH3:1][C:2]([NH:4][C@@H:5]1[C:15]2[CH:16]=[C:17]([O:20]P(O)(O)=O)[CH:18]=[CH:19][C:14]=2[C:13]2[C:8](=[CH:9][C:10]([O:29][CH3:30])=[C:11]([O:27][CH3:28])[C:12]=2[O:25][CH3:26])[CH2:7][CH2:6]1)=[O:3].C1(O)C=CC=CC=1.CC(N[C@@H]1C2C=C([C:57]([O:59][CH3:60])=O)C=CC=2C2C(=CC(OC)=C(OC)C=2OC)CC1)=O. (4) Given the product [C:4]([O:3][C:1]([N:8]1[C@@H:9]([CH2:10][C:11]2[CH:16]=[CH:15][C:14]([OH:17])=[CH:13][CH:12]=2)[CH2:18][O:19][C:22]1([CH3:24])[CH3:23])=[O:2])([CH3:5])([CH3:7])[CH3:6], predict the reactants needed to synthesize it. The reactants are: [C:1]([NH:8][C@H:9]([CH2:18][OH:19])[CH2:10][C:11]1[CH:16]=[CH:15][C:14]([OH:17])=[CH:13][CH:12]=1)([O:3][C:4]([CH3:7])([CH3:6])[CH3:5])=[O:2].CO[C:22](OC)([CH3:24])[CH3:23].